From a dataset of Catalyst prediction with 721,799 reactions and 888 catalyst types from USPTO. Predict which catalyst facilitates the given reaction. Reactant: [C:1]([CH2:3][NH:4][C:5]([NH:7][CH2:8][CH3:9])=[O:6])#[N:2].CC(C)([O-])C.[K+].[CH3:16][O:17][C:18]1[CH:19]=[C:20]([CH:23]=[CH:24][C:25]=1[O:26][CH2:27][C:28]1[CH:33]=[CH:32][C:31]([O:34][CH3:35])=[CH:30][CH:29]=1)[CH:21]=O.[Cl-].[NH4+]. Product: [CH2:8]([N:7]1[C:1](=[NH:2])/[C:3](=[CH:21]/[C:20]2[CH:23]=[CH:24][C:25]([O:26][CH2:27][C:28]3[CH:33]=[CH:32][C:31]([O:34][CH3:35])=[CH:30][CH:29]=3)=[C:18]([O:17][CH3:16])[CH:19]=2)/[NH:4][C:5]1=[O:6])[CH3:9]. The catalyst class is: 40.